This data is from Reaction yield outcomes from USPTO patents with 853,638 reactions. The task is: Predict the reaction yield, written as a fraction of the theoretical maximum amount of product (1.0 means a 100% yield; for example, 0.34 means a 34% yield). (1) The catalyst is CN(C=O)C. The reactants are [Cl:1][C:2]1[N:7]=[C:6](Cl)[CH:5]=[CH:4][N:3]=1.[NH2:9][C@@H:10]1[CH2:15][CH2:14][CH2:13][N:12]([C:16]([O:18][C:19]([CH3:22])([CH3:21])[CH3:20])=[O:17])[CH2:11]1.O. The yield is 0.680. The product is [Cl:1][C:2]1[N:7]=[C:6]([NH:9][C@@H:10]2[CH2:15][CH2:14][CH2:13][N:12]([C:16]([O:18][C:19]([CH3:22])([CH3:21])[CH3:20])=[O:17])[CH2:11]2)[CH:5]=[CH:4][N:3]=1. (2) The reactants are [CH3:1][O:2][C:3]1[CH:4]=[C:5]2[CH2:14][CH:13]([CH2:15][CH:16]3[CH2:21][CH2:20][N:19]([CH2:22][C:23]4[CH:24]=[CH:25][CH:26]=[CH:27][CH:28]=4)[CH2:18][CH2:17]3)[C:11](=[O:12])[C:6]2=[CH:7][C:8]=1[O:9][CH3:10].O.[C:30]1([CH3:40])[CH:35]=[CH:34][C:33]([S:36]([OH:39])(=[O:38])=[O:37])=[CH:32][CH:31]=1.C(OC(C)C)(C)C. The catalyst is C(O)C. The product is [CH3:1][O:2][C:3]1[CH:4]=[C:5]2[CH2:14][CH:13]([CH2:15][CH:16]3[CH2:17][CH2:18][N:19]([CH2:22][C:23]4[CH:28]=[CH:27][CH:26]=[CH:25][CH:24]=4)[CH2:20][CH2:21]3)[C:11](=[O:12])[C:6]2=[CH:7][C:8]=1[O:9][CH3:10].[CH3:40][C:30]1[CH:35]=[CH:34][C:33]([S:36]([OH:39])(=[O:38])=[O:37])=[CH:32][CH:31]=1. The yield is 0.970.